This data is from Reaction yield outcomes from USPTO patents with 853,638 reactions. The task is: Predict the reaction yield, written as a fraction of the theoretical maximum amount of product (1.0 means a 100% yield; for example, 0.34 means a 34% yield). (1) The reactants are [CH2:1]1[C:5]2[C:6]3[CH2:12][CH2:11][CH2:10][CH2:9][C:7]=3[S:8][C:4]=2[C:3](=[N:13]O)[CH2:2]1.[OH2:15]. No catalyst specified. The product is [C:3]1(=[O:15])[C:4]2[S:8][C:7]3[CH2:9][CH2:10][CH2:11][CH2:12][C:6]=3[C:5]=2[CH2:1][CH2:2][NH:13]1. The yield is 0.750. (2) The reactants are [Br:1]N1C(=O)CCC1=O.[O:9]=[C:10]1[N:18]2[C:19]([CH2:28][NH:29][C:30](=[O:32])[CH3:31])([C:22]3[CH:27]=[CH:26][CH:25]=[CH:24][N:23]=3)[CH2:20][O:21][C:16]3=[C:17]2[C:12](=[CH:13][CH:14]=[CH:15]3)[NH:11]1. The catalyst is C(#N)C.C(O)(=O)C. The product is [Br:1][C:15]1[C:16]2[O:21][CH2:20][C:19]([CH2:28][NH:29][C:30](=[O:32])[CH3:31])([C:22]3[CH:27]=[CH:26][CH:25]=[CH:24][N:23]=3)[N:18]3[C:10](=[O:9])[NH:11][C:12]([C:17]=23)=[CH:13][CH:14]=1. The yield is 0.600. (3) The yield is 0.640. The catalyst is CN(C=O)C.CO.[Cu]I. The reactants are C([O-])([O-])=O.[K+].[K+].[NH:7]1[CH:11]=[CH:10][CH:9]=[N:8]1.I[C:13]1[CH:14]=[C:15]2[N:21]=[CH:20][N:19]([CH2:22][C:23]3[CH:39]=[CH:38][C:26]4[N:27]=[C:28]([NH:30][C@@H:31]5[CH2:36][CH2:35][CH2:34][CH2:33][C@H:32]5[OH:37])[S:29][C:25]=4[CH:24]=3)[C:16]2=[N:17][CH:18]=1.CN[C@@H]1CCCC[C@H]1NC. The product is [N:7]1([C:13]2[CH:14]=[C:15]3[N:21]=[CH:20][N:19]([CH2:22][C:23]4[CH:39]=[CH:38][C:26]5[N:27]=[C:28]([NH:30][C@@H:31]6[CH2:36][CH2:35][CH2:34][CH2:33][C@H:32]6[OH:37])[S:29][C:25]=5[CH:24]=4)[C:16]3=[N:17][CH:18]=2)[CH:11]=[CH:10][CH:9]=[N:8]1. (4) The reactants are FC(F)(F)C(O)=O.[C:8]([O:12][C:13]([N:15]1[CH2:18][CH:17]([N:19]2[CH:23]=[C:22]([C:24]3[C:25]([O:39][C:40]4[CH:45]=[CH:44][C:43]([F:46])=[C:42](Cl)[CH:41]=4)=[C:26]4[C:31](=[CH:32][CH:33]=3)[N:30]([C:34]([O:36][CH3:37])=[O:35])[C@@H:29]([CH3:38])[CH2:28][CH2:27]4)[CH:21]=[N:20]2)[CH2:16]1)=[O:14])([CH3:11])([CH3:10])[CH3:9]. The catalyst is ClCCl. The product is [C:8]([O:12][C:13]([N:15]1[CH2:18][CH:17]([N:19]2[CH:23]=[C:22]([C:24]3[C:25]([O:39][C:40]4[CH:45]=[CH:44][C:43]([F:46])=[CH:42][CH:41]=4)=[C:26]4[C:31](=[CH:32][CH:33]=3)[N:30]([C:34]([O:36][CH3:37])=[O:35])[C@@H:29]([CH3:38])[CH2:28][CH2:27]4)[CH:21]=[N:20]2)[CH2:16]1)=[O:14])([CH3:9])([CH3:10])[CH3:11]. The yield is 1.00. (5) The reactants are [NH2:1][C:2]1[CH:29]=[CH:28][C:5]([O:6][C:7]2[CH:12]=[CH:11][N:10]=[C:9]([NH:13][C:14]([N:16]3[CH2:21][CH2:20][N:19]([CH2:22][CH2:23][N:24]4[CH2:27][CH2:26][CH2:25]4)[CH2:18][CH2:17]3)=[O:15])[CH:8]=2)=[C:4]([F:30])[CH:3]=1.[C:31]1([CH2:37][C:38]([N:40]=[C:41]=[O:42])=[O:39])[CH:36]=[CH:35][CH:34]=[CH:33][CH:32]=1. The catalyst is CN(C)C=O.CCCCCC.C(OCC)C. The product is [F:30][C:4]1[CH:3]=[C:2]([NH:1][C:41]([NH:40][C:38](=[O:39])[CH2:37][C:31]2[CH:32]=[CH:33][CH:34]=[CH:35][CH:36]=2)=[O:42])[CH:29]=[CH:28][C:5]=1[O:6][C:7]1[CH:12]=[CH:11][N:10]=[C:9]([NH:13][C:14]([N:16]2[CH2:21][CH2:20][N:19]([CH2:22][CH2:23][N:24]3[CH2:27][CH2:26][CH2:25]3)[CH2:18][CH2:17]2)=[O:15])[CH:8]=1. The yield is 0.640. (6) The reactants are [CH:1]1([O:6][C:7]2[CH:12]=[C:11]([N+:13]([O-])=O)[CH:10]=[CH:9][C:8]=2[O:16][CH3:17])[CH2:5][CH2:4][CH2:3][CH2:2]1. The catalyst is C(O)C.[Pd]. The product is [CH:1]1([O:6][C:7]2[CH:12]=[C:11]([CH:10]=[CH:9][C:8]=2[O:16][CH3:17])[NH2:13])[CH2:2][CH2:3][CH2:4][CH2:5]1. The yield is 0.950.